Dataset: Full USPTO retrosynthesis dataset with 1.9M reactions from patents (1976-2016). Task: Predict the reactants needed to synthesize the given product. (1) The reactants are: [S:1]1[C:5]2=[N:6][CH:7]=[CH:8][CH:9]=[C:4]2[CH:3]=[C:2]1C(O)=O.C([N:16]([CH2:20]C)C(C)C)(C)C.C1(P(N=[N+]=[N-])(C2C=CC=CC=2)=[O:29])C=CC=CC=1.[C:39]([OH:43])([CH3:42])([CH3:41])[CH3:40]. Given the product [C:39]([O:43][C:20](=[O:29])[NH:16][C:2]1[S:1][C:5]2=[N:6][CH:7]=[CH:8][CH:9]=[C:4]2[CH:3]=1)([CH3:42])([CH3:41])[CH3:40], predict the reactants needed to synthesize it. (2) Given the product [NH2:14][C@@H:3]1[C:4](=[O:13])[NH:5][C:6]2[CH:12]=[CH:11][CH:10]=[CH:9][C:7]=2[O:8][C@@H:2]1[CH3:1], predict the reactants needed to synthesize it. The reactants are: [CH3:1][C@H:2]1[O:8][C:7]2[CH:9]=[CH:10][CH:11]=[CH:12][C:6]=2[NH:5][C:4](=[O:13])[C@H:3]1[NH:14]C(=O)OC(C)(C)C.C(O)(C(F)(F)F)=O. (3) The reactants are: [OH:1][C:2]1[CH:3]=[C:4]([CH:18]=[CH:19][CH:20]=1)[CH2:5][CH:6]1[C:10]2[NH:11][C:12]([C:14]([O:16]C)=[O:15])=[CH:13][C:9]=2[CH2:8][CH2:7]1.[OH-].[Li+].CO. Given the product [OH:1][C:2]1[CH:3]=[C:4]([CH:18]=[CH:19][CH:20]=1)[CH2:5][CH:6]1[C:10]2[NH:11][C:12]([C:14]([OH:16])=[O:15])=[CH:13][C:9]=2[CH2:8][CH2:7]1, predict the reactants needed to synthesize it. (4) Given the product [NH2:8][C:9]1[C:14]([Cl:15])=[C:13]([N:16]2[CH2:26][CH2:25][C:19]3([C:23](=[O:24])[NH:22][CH2:21][CH2:20]3)[CH2:18][CH2:17]2)[C:12]([C:45]2[CH:44]=[C:43]3[C:48](=[CH:47][CH:46]=2)[N:40]([CH3:39])[N:41]=[CH:42]3)=[CH:11][N:10]=1, predict the reactants needed to synthesize it. The reactants are: COC1C=CC(C[N:8](CC2C=CC(OC)=CC=2)[C:9]2[C:14]([Cl:15])=[C:13]([N:16]3[CH2:26][CH2:25][C:19]4([C:23](=[O:24])[NH:22][CH2:21][CH2:20]4)[CH2:18][CH2:17]3)[C:12](Br)=[CH:11][N:10]=2)=CC=1.[CH3:39][N:40]1[C:48]2[C:43](=[CH:44][C:45](B(O)O)=[CH:46][CH:47]=2)[CH:42]=[N:41]1. (5) Given the product [CH:1]([CH:5]([CH2:11][CH:12]=[CH2:13])[CH2:6][OH:7])([CH2:3][CH3:4])[CH3:2], predict the reactants needed to synthesize it. The reactants are: [CH:1]([CH:5]([CH2:11][CH:12]=[CH2:13])[C:6](OCC)=[O:7])([CH2:3][CH3:4])[CH3:2].[H-].[Al+3].[Li+].[H-].[H-].[H-].[F-].[Na+]. (6) Given the product [ClH:16].[ClH:16].[N:11]12[CH2:15][CH:14]([CH2:13][CH2:12]1)[NH:8][CH2:9][CH2:10]2, predict the reactants needed to synthesize it. The reactants are: C([N:8]1[CH:14]2[CH2:15][N:11]([CH2:12][CH2:13]2)[CH2:10][CH2:9]1)C1C=CC=CC=1.[ClH:16]. (7) Given the product [Cl:1][C:2]1[N:7]=[C:6]([N:19]([CH3:20])[C:14]2[CH:15]=[CH:16][CH:17]=[CH:18][C:13]=2[C:12]([NH:11][CH3:10])=[O:21])[C:5]([Cl:9])=[CH:4][N:3]=1, predict the reactants needed to synthesize it. The reactants are: [Cl:1][C:2]1[N:7]=[C:6](Cl)[C:5]([Cl:9])=[CH:4][N:3]=1.[CH3:10][NH:11][C:12](=[O:21])[C:13]1[CH:18]=[CH:17][CH:16]=[CH:15][C:14]=1[NH:19][CH3:20].C([O-])([O-])=O.[K+].[K+]. (8) Given the product [CH2:9]([O:16][C:17]1[CH:22]=[CH:21][N:20]([C:23]2[S:24][C:25]([C:29]([NH:8][CH2:7][C:5]3[CH:4]=[N:3][N:2]([CH3:1])[CH:6]=3)=[O:30])=[C:26]([CH3:28])[N:27]=2)[C:19](=[O:32])[CH:18]=1)[C:10]1[CH:15]=[CH:14][CH:13]=[CH:12][CH:11]=1, predict the reactants needed to synthesize it. The reactants are: [CH3:1][N:2]1[CH:6]=[C:5]([CH2:7][NH2:8])[CH:4]=[N:3]1.[CH2:9]([O:16][C:17]1[CH:22]=[CH:21][N:20]([C:23]2[S:24][C:25]([C:29](O)=[O:30])=[C:26]([CH3:28])[N:27]=2)[C:19](=[O:32])[CH:18]=1)[C:10]1[CH:15]=[CH:14][CH:13]=[CH:12][CH:11]=1.